Dataset: Full USPTO retrosynthesis dataset with 1.9M reactions from patents (1976-2016). Task: Predict the reactants needed to synthesize the given product. (1) Given the product [CH3:11][N:10]1[C:3]2[C:2]([O:23][C:16]3[C:17]4[C:22](=[CH:21][CH:20]=[CH:19][CH:18]=4)[C:13]([NH2:12])=[CH:14][CH:15]=3)=[N:7][CH:6]=[N:5][C:4]=2[CH:8]=[CH:9]1, predict the reactants needed to synthesize it. The reactants are: Cl[C:2]1[C:3]2[N:10]([CH3:11])[CH:9]=[CH:8][C:4]=2[N:5]=[CH:6][N:7]=1.[NH2:12][C:13]1[C:22]2[C:17](=[CH:18][CH:19]=[CH:20][CH:21]=2)[C:16]([OH:23])=[CH:15][CH:14]=1.C(=O)([O-])[O-].[K+].[K+]. (2) The reactants are: [CH3:1][O:2][C:3]([C:5]1[C:9]2[N:10]=[CH:11][N:12]([CH2:15][C:16]([C:18]3[CH:23]=[CH:22][CH:21]=[C:20]([O:24][CH3:25])[CH:19]=3)=[O:17])[C:13](=[O:14])[C:8]=2[N:7]([CH2:26][C:27]#[C:28][CH3:29])[C:6]=1Cl)=[O:4].[C:31]([O:35][C:36](=[O:44])[NH:37][C@@H:38]1[CH2:43][CH2:42][CH2:41][NH:40][CH2:39]1)([CH3:34])([CH3:33])[CH3:32]. Given the product [CH3:1][O:2][C:3]([C:5]1[C:9]2[N:10]=[CH:11][N:12]([CH2:15][C:16]([C:18]3[CH:23]=[CH:22][CH:21]=[C:20]([O:24][CH3:25])[CH:19]=3)=[O:17])[C:13](=[O:14])[C:8]=2[N:7]([CH2:26][C:27]#[C:28][CH3:29])[C:6]=1[N:40]1[CH2:41][CH2:42][CH2:43][C@@H:38]([NH:37][C:36]([O:35][C:31]([CH3:34])([CH3:33])[CH3:32])=[O:44])[CH2:39]1)=[O:4], predict the reactants needed to synthesize it. (3) Given the product [CH2:3]1[C:4]2[C:9](=[CH:8][CH:7]=[CH:6][CH:5]=2)[CH2:1][CH:2]1[CH2:10][C:11]([O:13][CH2:14][CH3:15])=[O:12], predict the reactants needed to synthesize it. The reactants are: [CH2:1]1[C:9]2[C:4](=[CH:5][CH:6]=[CH:7][CH:8]=2)[CH2:3][CH:2]1[CH2:10][C:11]([OH:13])=[O:12].[CH3:14][CH2:15]O. (4) Given the product [CH2:9]([O:8][C:4]1[N:3]=[C:2]([NH:28][C:27]2[CH:26]=[CH:25][C:24]([B:19]3[O:20][C:21]([CH3:23])([CH3:22])[C:17]([CH3:31])([CH3:16])[O:18]3)=[CH:30][CH:29]=2)[CH:7]=[CH:6][CH:5]=1)[C:10]1[CH:15]=[CH:14][CH:13]=[CH:12][CH:11]=1, predict the reactants needed to synthesize it. The reactants are: Br[C:2]1[CH:7]=[CH:6][CH:5]=[C:4]([O:8][CH2:9][C:10]2[CH:15]=[CH:14][CH:13]=[CH:12][CH:11]=2)[N:3]=1.[CH3:16][C:17]1([CH3:31])[C:21]([CH3:23])([CH3:22])[O:20][B:19]([C:24]2[CH:30]=[CH:29][C:27]([NH2:28])=[CH:26][CH:25]=2)[O:18]1.CC(C)([O-])C.[Na+]. (5) Given the product [NH2:2]/[C:1](=[N:28]\[OH:29])/[C:3](=[N:10]\[O:11][CH2:12][C:13]1[N:18]=[C:17]([NH:19][C:20](=[O:26])[O:21][C:22]([CH3:23])([CH3:25])[CH3:24])[CH:16]=[CH:15][CH:14]=1)/[C:4]1[CH:9]=[CH:8][CH:7]=[CH:6][CH:5]=1, predict the reactants needed to synthesize it. The reactants are: [C:1](/[C:3](=[N:10]\[O:11][CH2:12][C:13]1[N:18]=[C:17]([NH:19][C:20](=[O:26])[O:21][C:22]([CH3:25])([CH3:24])[CH3:23])[CH:16]=[CH:15][CH:14]=1)/[C:4]1[CH:9]=[CH:8][CH:7]=[CH:6][CH:5]=1)#[N:2].Cl.[NH2:28][OH:29].C(=O)([O-])[O-].[K+].[K+].O. (6) Given the product [O:38]=[C:33]([N:8]([CH2:7][C:1]1[CH:2]=[CH:3][CH:4]=[CH:5][CH:6]=1)[CH2:9][C@@H:10]1[CH2:15][O:14][CH2:13][CH2:12][N:11]1[CH2:16][C:17]1[CH:22]=[CH:21][CH:20]=[CH:19][CH:18]=1)[C:34]([O:36][CH3:37])=[O:35], predict the reactants needed to synthesize it. The reactants are: [C:1]1([CH2:7][NH:8][CH2:9][C@@H:10]2[CH2:15][O:14][CH2:13][CH2:12][N:11]2[CH2:16][C:17]2[CH:22]=[CH:21][CH:20]=[CH:19][CH:18]=2)[CH:6]=[CH:5][CH:4]=[CH:3][CH:2]=1.C(N(CC)C(C)C)(C)C.Cl[C:33](=[O:38])[C:34]([O:36][CH3:37])=[O:35]. (7) Given the product [CH3:18][C:19]1[N:20]([C:2]2[N:3]=[CH:4][C:5]([C:8]([OH:10])=[O:9])=[N:6][CH:7]=2)[CH:21]=[CH:22][N:23]=1, predict the reactants needed to synthesize it. The reactants are: Cl[C:2]1[N:3]=[CH:4][C:5]([C:8]([O:10]C)=[O:9])=[N:6][CH:7]=1.C([O-])([O-])=O.[K+].[K+].[CH3:18][C:19]1[NH:20][CH:21]=[CH:22][N:23]=1.